From a dataset of Reaction yield outcomes from USPTO patents with 853,638 reactions. Predict the reaction yield, written as a fraction of the theoretical maximum amount of product (1.0 means a 100% yield; for example, 0.34 means a 34% yield). (1) The reactants are [Cl:1][C:2]1[CH:7]=[CH:6][C:5]([S:8]([C:11]2([C:29]3[CH:34]=[C:33]([F:35])[CH:32]=[CH:31][C:30]=3[F:36])[CH2:16][CH2:15][CH:14](CS(N3CCC[C@@H]3C(O)=O)(=O)=O)[CH2:13][CH2:12]2)(=[O:10])=[O:9])=[CH:4][CH:3]=1.[S:37]([NH2:41])([NH2:40])(=[O:39])=[O:38]. The catalyst is O1CCOCC1.C(OCC)(=O)C.CCOCC. The product is [Cl:1][C:2]1[CH:7]=[CH:6][C:5]([S:8]([C:11]2([C:29]3[CH:34]=[C:33]([F:35])[CH:32]=[CH:31][C:30]=3[F:36])[CH2:16][CH2:15][CH:14]([NH:40][S:37](=[O:39])(=[O:38])[NH2:41])[CH2:13][CH2:12]2)(=[O:10])=[O:9])=[CH:4][CH:3]=1. The yield is 0.420. (2) The reactants are [O:1]([C:8]1[CH:13]=[CH:12][CH:11]=[CH:10][C:9]=1[CH2:14][CH2:15]O)[C:2]1[CH:7]=[CH:6][CH:5]=[CH:4][CH:3]=1.C(Br)(Br)(Br)[Br:18].C1C=CC(P(C2C=CC=CC=2)C2C=CC=CC=2)=CC=1. The catalyst is C(Cl)Cl. The product is [Br:18][CH2:15][CH2:14][C:9]1[CH:10]=[CH:11][CH:12]=[CH:13][C:8]=1[O:1][C:2]1[CH:7]=[CH:6][CH:5]=[CH:4][CH:3]=1. The yield is 0.930. (3) The reactants are [NH2:1][C:2]1[C:7]([C:8]2[N:33]([C:34]3[CH:39]=[CH:38][C:37]([C:40]4([NH:44]C(=O)OC(C)(C)C)[CH2:43][CH2:42][CH2:41]4)=[CH:36][CH:35]=3)[C:11]3=[N:12][C:13]([C:16]4[CH:21]=[CH:20][CH:19]=[C:18]([N:22]5[CH2:27][CH2:26][O:25][CH:24]([C:28](=[O:32])[N:29]([CH3:31])[CH3:30])[CH2:23]5)[CH:17]=4)=[CH:14][CH:15]=[C:10]3[N:9]=2)=[CH:6][CH:5]=[CH:4][N:3]=1.[ClH:52].O1CCOCC1. The catalyst is C(Cl)Cl.CO. The product is [ClH:52].[ClH:52].[ClH:52].[NH2:44][C:40]1([C:37]2[CH:36]=[CH:35][C:34]([N:33]3[C:11]4=[N:12][C:13]([C:16]5[CH:17]=[C:18]([N:22]6[CH2:27][CH2:26][O:25][CH:24]([C:28]([N:29]([CH3:31])[CH3:30])=[O:32])[CH2:23]6)[CH:19]=[CH:20][CH:21]=5)=[CH:14][CH:15]=[C:10]4[N:9]=[C:8]3[C:7]3[C:2]([NH2:1])=[N:3][CH:4]=[CH:5][CH:6]=3)=[CH:39][CH:38]=2)[CH2:41][CH2:42][CH2:43]1. The yield is 0.986. (4) The reactants are [F:1][C:2]1[CH:11]=[C:10]2[C:5]([CH:6]=[CH:7][C:8]([CH3:12])=[N:9]2)=[CH:4][CH:3]=1.[NH:13]1[CH2:18][CH:17]=[C:16](C2C=CC=C3C=2C=CC=N3)[CH2:15][CH2:14]1.[Cl:29][CH2:30][CH2:31][C:32]1[CH:33]=[C:34](F)[C:35]2[O:40][CH2:39][C:38](=[O:41])[NH:37][C:36]=2[CH:42]=1. No catalyst specified. The product is [ClH:29].[ClH:29].[F:1][C:2]1[CH:11]=[C:10]2[C:5]([CH:6]=[CH:7][C:8]([CH3:12])=[N:9]2)=[C:4]([CH:16]2[CH2:17][CH2:18][N:13]([CH2:30][CH2:31][C:32]3[CH:33]=[CH:34][C:35]4[O:40][CH2:39][C:38](=[O:41])[NH:37][C:36]=4[CH:42]=3)[CH2:14][CH2:15]2)[CH:3]=1. The yield is 0.310. (5) The reactants are Br[C:2]1[CH:3]=[C:4]([NH2:9])[CH:5]=[CH:6][C:7]=1[F:8].C(B(CC)[C:13]1[CH:14]=[N:15][CH:16]=[CH:17][CH:18]=1)C.C(=O)([O-])[O-].[K+].[K+]. The catalyst is COCCOC.O.C1C=CC([P]([Pd]([P](C2C=CC=CC=2)(C2C=CC=CC=2)C2C=CC=CC=2)([P](C2C=CC=CC=2)(C2C=CC=CC=2)C2C=CC=CC=2)[P](C2C=CC=CC=2)(C2C=CC=CC=2)C2C=CC=CC=2)(C2C=CC=CC=2)C2C=CC=CC=2)=CC=1. The product is [F:8][C:7]1[CH:6]=[CH:5][C:4]([NH2:9])=[CH:3][C:2]=1[C:13]1[CH:14]=[N:15][CH:16]=[CH:17][CH:18]=1. The yield is 0.460. (6) The reactants are CC1(C)[O:7][C:6](=[O:8])[CH2:5][C:4](=[O:9])O1.[CH:11]([NH:14][C:15]1[CH:22]=[CH:21][CH:20]=[CH:19][C:16]=1[CH:17]=O)([CH3:13])[CH3:12].C(O)(=O)C.C(N)CN. The catalyst is CO. The product is [CH:11]([N:14]1[C:15]2[C:16](=[CH:19][CH:20]=[CH:21][CH:22]=2)[CH:17]=[C:5]([C:6]([OH:7])=[O:8])[C:4]1=[O:9])([CH3:13])[CH3:12]. The yield is 0.980. (7) The reactants are C1C=CC(P(C2C(C3C(P(C4C=CC=CC=4)C4C=CC=CC=4)=CC=C4C=3C=CC=C4)=C3C(C=CC=C3)=CC=2)C2C=CC=CC=2)=CC=1.C([O-])([O-])=O.[Cs+].[Cs+].FC(F)(F)S(O[C:59]1[C:60]([O:85][CH2:86][CH3:87])=[CH:61][CH:62]=[C:63]2[C:68]=1[CH:67]=[N:66][CH:65]=[C:64]2[CH2:69][C:70]1[CH:75]=[C:74]([O:76][CH3:77])[C:73]([O:78][CH2:79][CH:80]([CH3:82])[CH3:81])=[C:72]([O:83][CH3:84])[CH:71]=1)(=O)=O.C(=[NH:103])(C1C=CC=CC=1)C1C=CC=CC=1.[ClH:104].CO. The catalyst is C1(C)C=CC=CC=1.C1COCC1.C1C=CC(/C=C/C(/C=C/C2C=CC=CC=2)=O)=CC=1.C1C=CC(/C=C/C(/C=C/C2C=CC=CC=2)=O)=CC=1.C1C=CC(/C=C/C(/C=C/C2C=CC=CC=2)=O)=CC=1.[Pd].[Pd]. The product is [ClH:104].[ClH:104].[CH2:79]([O:78][C:73]1[C:72]([O:83][CH3:84])=[CH:71][C:70]([CH2:69][C:64]2[C:63]3[C:68](=[C:59]([NH2:103])[C:60]([O:85][CH2:86][CH3:87])=[CH:61][CH:62]=3)[CH:67]=[N:66][CH:65]=2)=[CH:75][C:74]=1[O:76][CH3:77])[CH:80]([CH3:82])[CH3:81]. The yield is 0.140.